Predict the product of the given reaction. From a dataset of Forward reaction prediction with 1.9M reactions from USPTO patents (1976-2016). (1) Given the reactants C(Cl)(=O)C(Cl)=O.C(#N)C.C(=O)=O.CS(C)=O.[N:17]1[CH:22]=[CH:21][N:20]=[CH:19][C:18]=1[CH2:23][CH2:24][CH2:25][CH2:26][OH:27].CCN(CC)CC, predict the reaction product. The product is: [N:17]1[CH:22]=[CH:21][N:20]=[CH:19][C:18]=1[CH2:23][CH2:24][CH2:25][CH:26]=[O:27]. (2) Given the reactants [CH3:1][S:2][C:3]1[S:7][C:6]2=[N:8][C:9]([C:11]([O:13]CC)=[O:12])=[CH:10][N:5]2[N:4]=1.O([Si](C)(C)C)[Na].CC(O)=O, predict the reaction product. The product is: [CH3:1][S:2][C:3]1[S:7][C:6]2=[N:8][C:9]([C:11]([OH:13])=[O:12])=[CH:10][N:5]2[N:4]=1.